This data is from Full USPTO retrosynthesis dataset with 1.9M reactions from patents (1976-2016). The task is: Predict the reactants needed to synthesize the given product. (1) Given the product [CH3:17][S:18]([O:1][CH2:2][CH:3]1[CH2:8][CH2:7][CH2:6][CH:5]([NH:9][C:10]([O:11][C:12]([CH3:13])([CH3:15])[CH3:14])=[O:16])[CH2:4]1)(=[O:20])=[O:19], predict the reactants needed to synthesize it. The reactants are: [OH:1][CH2:2][CH:3]1[CH2:8][CH2:7][CH2:6][CH:5]([NH:9][C:10](=[O:16])[O:11][C:12]([CH3:15])([CH3:14])[CH3:13])[CH2:4]1.[CH3:17][S:18](Cl)(=[O:20])=[O:19].C(N(CC)CC)C. (2) Given the product [CH3:19][O:18][C@H:8]([C@@H:9]([CH3:17])[C@@H:10]([O:15][CH3:16])/[CH:11]=[CH:12]/[CH:13]=[CH2:14])[C@@H:7]([CH3:20])[CH2:6][OH:5], predict the reactants needed to synthesize it. The reactants are: C([O:5][CH2:6][C@H:7]([CH3:20])[C@H:8]([O:18][CH3:19])[C@@H:9]([CH3:17])[C@@H:10]([O:15][CH3:16])/[CH:11]=[CH:12]/[CH:13]=[CH2:14])(C)(C)C.C[O-].[Na+]. (3) Given the product [CH3:4][C:2]([S@@:5]([NH:7][C@H:8]([C:9]1[CH:14]=[CH:13][C:12]([O:15][C:16]([F:17])([F:18])[F:19])=[CH:11][CH:10]=1)[CH2:20][CH3:21])=[O:6])([CH3:1])[CH3:3], predict the reactants needed to synthesize it. The reactants are: [CH3:1][C:2]([S@@:5](/[N:7]=[CH:8]/[C:9]1[CH:14]=[CH:13][C:12]([O:15][C:16]([F:19])([F:18])[F:17])=[CH:11][CH:10]=1)=[O:6])([CH3:4])[CH3:3].[CH2:20]([Mg]Cl)[CH3:21].[Cl-].[NH4+].CCOC(C)=O. (4) The reactants are: Cl[C:2]1[N:11]=[C:10]([NH:12][CH2:13][CH:14]([C:21]2[CH:26]=[CH:25][N:24]=[CH:23][CH:22]=2)[C:15]2[CH:20]=[CH:19][N:18]=[CH:17][CH:16]=2)[C:9]2[C:4](=[CH:5][CH:6]=[CH:7][CH:8]=2)[N:3]=1.[NH:27]1[C:35]2[CH2:34][CH2:33][NH:32][CH2:31][C:30]=2[CH:29]=[CH:28]1.C(Cl)(Cl)Cl.CO. Given the product [N:18]1[CH:19]=[CH:20][C:15]([CH:14]([C:21]2[CH:26]=[CH:25][N:24]=[CH:23][CH:22]=2)[CH2:13][NH:12][C:10]2[C:9]3[C:4](=[CH:5][CH:6]=[CH:7][CH:8]=3)[N:3]=[C:2]([N:32]3[CH2:33][CH2:34][C:35]4[NH:27][CH:28]=[CH:29][C:30]=4[CH2:31]3)[N:11]=2)=[CH:16][CH:17]=1, predict the reactants needed to synthesize it. (5) The reactants are: [CH2:1]([C:8]([NH:38]C(=O)OC(C)(C)C)([CH2:36][OH:37])[CH2:9][NH:10][CH2:11][C:12]1[CH:17]=[C:16]([N:18]([CH3:23])[S:19]([CH3:22])(=[O:21])=[O:20])[CH:15]=[C:14]([C:24]([NH:26][C@@H:27]([C:29]2[CH:34]=[CH:33][C:32]([F:35])=[CH:31][CH:30]=2)[CH3:28])=[O:25])[CH:13]=1)[C:2]1[CH:7]=[CH:6][CH:5]=[CH:4][CH:3]=1.[C:46]([OH:52])([C:48]([F:51])([F:50])[F:49])=[O:47]. Given the product [NH2:38][C:8]([CH2:1][C:2]1[CH:3]=[CH:4][CH:5]=[CH:6][CH:7]=1)([CH2:36][OH:37])[CH2:9][NH:10][CH2:11][C:12]1[CH:13]=[C:14]([CH:15]=[C:16]([N:18]([CH3:23])[S:19]([CH3:22])(=[O:20])=[O:21])[CH:17]=1)[C:24]([NH:26][C@@H:27]([C:29]1[CH:30]=[CH:31][C:32]([F:35])=[CH:33][CH:34]=1)[CH3:28])=[O:25].[C:46]([OH:52])([C:48]([F:51])([F:50])[F:49])=[O:47], predict the reactants needed to synthesize it.